This data is from Forward reaction prediction with 1.9M reactions from USPTO patents (1976-2016). The task is: Predict the product of the given reaction. (1) Given the reactants [CH2:1]([O:8][C:9]1[CH:14]=[CH:13][C:12]([Br:15])=[CH:11][C:10]=1[O:16][CH3:17])[C:2]1[CH:7]=[CH:6][CH:5]=[CH:4][CH:3]=1.[N+:18]([O-])([OH:20])=[O:19], predict the reaction product. The product is: [CH2:1]([O:8][C:9]1[CH:14]=[C:13]([N+:18]([O-:20])=[O:19])[C:12]([Br:15])=[CH:11][C:10]=1[O:16][CH3:17])[C:2]1[CH:3]=[CH:4][CH:5]=[CH:6][CH:7]=1. (2) Given the reactants [CH3:1][C:2]1[CH:7]=[CH:6][C:5]([S:8]([C:11]2[CH:16]=[CH:15][CH:14]=[CH:13][CH:12]=2)(=[O:10])=[O:9])=[CH:4][C:3]=1[S:17]([NH:20][CH:21]1[CH2:26][CH2:25][NH:24][CH2:23][CH2:22]1)(=[O:19])=[O:18].CN1CCOCC1.[O:34]1[CH:38]=[CH:37][CH:36]=[C:35]1[C:39](Cl)=[O:40], predict the reaction product. The product is: [O:34]1[CH:38]=[CH:37][CH:36]=[C:35]1[C:39]([N:24]1[CH2:25][CH2:26][CH:21]([NH:20][S:17]([C:3]2[CH:4]=[C:5]([S:8]([C:11]3[CH:16]=[CH:15][CH:14]=[CH:13][CH:12]=3)(=[O:10])=[O:9])[CH:6]=[CH:7][C:2]=2[CH3:1])(=[O:18])=[O:19])[CH2:22][CH2:23]1)=[O:40]. (3) Given the reactants [NH2:1][C:2]1[CH:7]=[CH:6][C:5]([NH:8][C:9]2[C:10](=[O:21])[CH:11]=[C:12]([N:16]([CH2:18][CH2:19][OH:20])[CH3:17])[C:13](=[O:15])[CH:14]=2)=[C:4]([CH3:22])[C:3]=1[CH3:23].S(S([O-])=O)([O-])=O, predict the reaction product. The product is: [NH2:1][C:2]1[CH:7]=[CH:6][C:5]([NH:8][C:9]2[CH:14]=[C:13]([OH:15])[C:12]([N:16]([CH2:18][CH2:19][OH:20])[CH3:17])=[CH:11][C:10]=2[OH:21])=[C:4]([CH3:22])[C:3]=1[CH3:23]. (4) Given the reactants C[O:2][C:3]1[CH:12]=[CH:11][C:10]2[C:5](=[CH:6][C:7]([C:13]3[CH:18]=[CH:17][CH:16]=[C:15]([O:19]C)[CH:14]=3)=[CH:8][CH:9]=2)[CH:4]=1.Cl.[NH+]1C=CC=CC=1, predict the reaction product. The product is: [OH:19][C:15]1[CH:14]=[C:13]([C:7]2[CH:6]=[C:5]3[C:10]([CH:11]=[CH:12][C:3]([OH:2])=[CH:4]3)=[CH:9][CH:8]=2)[CH:18]=[CH:17][CH:16]=1. (5) Given the reactants [C:1]1([CH:7]=[CH:8][C:9]2[CH:13]=[C:12]([CH2:14][CH2:15][CH:16]=O)[O:11][N:10]=2)[CH:6]=[CH:5][CH:4]=[CH:3][CH:2]=1.[F:18][C:19]([F:34])([F:33])[C:20]1[CH:32]=[CH:31][CH:30]=[CH:29][C:21]=1[CH2:22][N:23]1[CH2:28][CH2:27][NH:26][CH2:25][CH2:24]1.[BH-](OC(C)=O)(OC(C)=O)OC(C)=O.[Na+], predict the reaction product. The product is: [C:1]1([CH:7]=[CH:8][C:9]2[CH:13]=[C:12]([CH2:14][CH2:15][CH2:16][N:26]3[CH2:25][CH2:24][N:23]([CH2:22][C:21]4[CH:29]=[CH:30][CH:31]=[CH:32][C:20]=4[C:19]([F:33])([F:34])[F:18])[CH2:28][CH2:27]3)[O:11][N:10]=2)[CH:6]=[CH:5][CH:4]=[CH:3][CH:2]=1.